From a dataset of Reaction yield outcomes from USPTO patents with 853,638 reactions. Predict the reaction yield, written as a fraction of the theoretical maximum amount of product (1.0 means a 100% yield; for example, 0.34 means a 34% yield). The reactants are [C:1]([O:5][C:6](=[O:22])[NH:7][C:8]1[CH:13]=[CH:12][CH:11]=[C:10]([C:14]2[CH:19]=[CH:18][C:17]([CH2:20][NH2:21])=[CH:16][CH:15]=2)[N:9]=1)([CH3:4])([CH3:3])[CH3:2].CCN(CC)CC.[CH3:30][S:31](Cl)(=[O:33])=[O:32]. The catalyst is ClCCl. The product is [C:1]([O:5][C:6](=[O:22])[NH:7][C:8]1[CH:13]=[CH:12][CH:11]=[C:10]([C:14]2[CH:15]=[CH:16][C:17]([CH2:20][NH:21][S:31]([CH3:30])(=[O:33])=[O:32])=[CH:18][CH:19]=2)[N:9]=1)([CH3:4])([CH3:2])[CH3:3]. The yield is 0.440.